From a dataset of Reaction yield outcomes from USPTO patents with 853,638 reactions. Predict the reaction yield, written as a fraction of the theoretical maximum amount of product (1.0 means a 100% yield; for example, 0.34 means a 34% yield). The reactants are [NH2:1][C:2]1[N:6]=[CH:5][N:4]([C:7]2[CH:14]=[CH:13][C:12](/[CH:15]=[CH:16]/[CH:17]([C:22]3[CH:27]=[C:26]([Cl:28])[C:25]([Cl:29])=[C:24]([Cl:30])[CH:23]=3)[C:18]([F:21])([F:20])[F:19])=[CH:11][C:8]=2[C:9]#[N:10])[N:3]=1.[CH:31]1([C:34](Cl)=[O:35])[CH2:33][CH2:32]1. The catalyst is C(Cl)Cl. The product is [C:9]([C:8]1[CH:11]=[C:12](/[CH:15]=[CH:16]/[CH:17]([C:22]2[CH:23]=[C:24]([Cl:30])[C:25]([Cl:29])=[C:26]([Cl:28])[CH:27]=2)[C:18]([F:19])([F:20])[F:21])[CH:13]=[CH:14][C:7]=1[N:4]1[CH:5]=[N:6][C:2]([NH:1][C:34]([CH:31]2[CH2:33][CH2:32]2)=[O:35])=[N:3]1)#[N:10]. The yield is 0.340.